Dataset: Forward reaction prediction with 1.9M reactions from USPTO patents (1976-2016). Task: Predict the product of the given reaction. (1) Given the reactants Cl.[F:2][CH:3]([F:27])[C:4]1[CH:9]=[CH:8][C:7]([C:10]2[C:15]([F:16])=[CH:14][N:13]=[C:12]([CH2:17][NH:18][C:19]([C@@H:21]3[CH2:25][C@@H:24]([F:26])[CH2:23][NH:22]3)=[O:20])[CH:11]=2)=[CH:6][CH:5]=1.ClCCl.[F:31][C:32]1[CH:37]=[CH:36][C:35]([S:38](Cl)(=[O:40])=[O:39])=[CH:34][CH:33]=1, predict the reaction product. The product is: [F:27][CH:3]([F:2])[C:4]1[CH:9]=[CH:8][C:7]([C:10]2[C:15]([F:16])=[CH:14][N:13]=[C:12]([CH2:17][NH:18][C:19]([C@@H:21]3[CH2:25][C@@H:24]([F:26])[CH2:23][N:22]3[S:38]([C:35]3[CH:36]=[CH:37][C:32]([F:31])=[CH:33][CH:34]=3)(=[O:40])=[O:39])=[O:20])[CH:11]=2)=[CH:6][CH:5]=1. (2) The product is: [CH3:1][O:2][C:3]1[CH:17]=[CH:16][C:6]([O:7][C:8]2[CH:9]=[C:10]([CH:13]=[CH:14][CH:15]=2)[CH2:11][NH:28][C@@H:18]2[C:27]3[C:22](=[CH:23][CH:24]=[CH:25][CH:26]=3)[CH2:21][CH2:20][CH2:19]2)=[CH:5][CH:4]=1. Given the reactants [CH3:1][O:2][C:3]1[CH:17]=[CH:16][C:6]([O:7][C:8]2[CH:9]=[C:10]([CH:13]=[CH:14][CH:15]=2)[CH:11]=O)=[CH:5][CH:4]=1.[C@@H:18]1([NH2:28])[C:27]2[C:22](=[CH:23][CH:24]=[CH:25][CH:26]=2)[CH2:21][CH2:20][CH2:19]1, predict the reaction product. (3) Given the reactants [NH2:1]C1SC(C)=NN=1.C(O[C:13]1[C:21](OC)=[CH:20][C:16]([C:17](O)=[O:18])=[CH:15][C:14]=1OC)CCC.C(N(C(C)C)CC)(C)C.C[NH3+].F[P-](F)(F)(F)(F)F.N1(OC(N(C)C)=[N+](C)C)C2N=CC=CC=2N=N1.F[P-](F)(F)(F)(F)F, predict the reaction product. The product is: [C:17]([NH2:1])(=[O:18])[C:16]1[CH:20]=[CH:21][CH:13]=[CH:14][CH:15]=1.